This data is from Reaction yield outcomes from USPTO patents with 853,638 reactions. The task is: Predict the reaction yield, written as a fraction of the theoretical maximum amount of product (1.0 means a 100% yield; for example, 0.34 means a 34% yield). (1) The reactants are [Br:1]N1C(=O)CCC1=O.C1(P(C2C=CC=CC=2)C2C=CC=CC=2)C=CC=CC=1.[Br:28][C:29]1[CH:34]=[CH:33][C:32]([CH2:35][O:36][CH2:37][CH2:38]O)=[CH:31][CH:30]=1. The catalyst is C(Cl)Cl.[Al]. The product is [Br:28][C:29]1[CH:34]=[CH:33][C:32]([CH2:35][O:36][CH2:37][CH2:38][Br:1])=[CH:31][CH:30]=1. The yield is 0.490. (2) The reactants are [H-].[Na+].[F:3][C:4]([F:23])([F:22])[C:5]1[CH:10]=[CH:9][C:8]([C:11]2[CH:12]=[C:13]3[C:18](=[CH:19][CH:20]=2)[NH:17][C:16](=[O:21])[CH2:15][CH2:14]3)=[CH:7][CH:6]=1.Cl[CH2:25][C:26]1[CH:27]=[C:28]([CH:34]=[CH:35][CH:36]=1)[C:29]([O:31][CH2:32][CH3:33])=[O:30]. The catalyst is CN(C)C=O. The product is [O:21]=[C:16]1[CH2:15][CH2:14][C:13]2[C:18](=[CH:19][CH:20]=[C:11]([C:8]3[CH:7]=[CH:6][C:5]([C:4]([F:3])([F:22])[F:23])=[CH:10][CH:9]=3)[CH:12]=2)[N:17]1[CH2:25][C:26]1[CH:27]=[C:28]([CH:34]=[CH:35][CH:36]=1)[C:29]([O:31][CH2:32][CH3:33])=[O:30]. The yield is 0.770. (3) The reactants are Br[C:2]1[CH:19]=[CH:18][C:5]2[CH2:6][N:7]([C:11]([O:13][C:14]([CH3:17])([CH3:16])[CH3:15])=[O:12])[CH2:8][CH2:9][O:10][C:4]=2[CH:3]=1.[CH3:20][O:21][CH2:22][CH2:23][NH:24][CH2:25][CH2:26][O:27][CH3:28].CC(C)([O-])C.[Na+].O1CCOCC1. The catalyst is C1C=CC(/C=C/C(/C=C/C2C=CC=CC=2)=O)=CC=1.C1C=CC(/C=C/C(/C=C/C2C=CC=CC=2)=O)=CC=1.C1C=CC(/C=C/C(/C=C/C2C=CC=CC=2)=O)=CC=1.[Pd].[Pd].CC(C1C=C(C(C)C)C(C2C=CC=CC=2P(C2CCCCC2)C2CCCCC2)=C(C(C)C)C=1)C.O. The product is [CH3:20][O:21][CH2:22][CH2:23][N:24]([CH2:25][CH2:26][O:27][CH3:28])[C:2]1[CH:19]=[CH:18][C:5]2[CH2:6][N:7]([C:11]([O:13][C:14]([CH3:17])([CH3:16])[CH3:15])=[O:12])[CH2:8][CH2:9][O:10][C:4]=2[CH:3]=1. The yield is 0.991. (4) The reactants are [NH2:1][C:2]1[N:7](C)[C:6](=[O:9])[NH:5][C:4](=[O:10])[CH:3]=1.Cl[CH2:12][CH2:13][CH2:14][CH2:15][C@H:16]([O:18][CH3:19])[CH3:17].CS(C)=O.[H-].[Na+]. The catalyst is O. The product is [NH2:1][C:2]1[NH:7][C:6](=[O:9])[N:5]([CH2:12][CH2:13][CH2:14][CH2:15][C@H:16]([O:18][CH3:19])[CH3:17])[C:4](=[O:10])[CH:3]=1. The yield is 0.600. (5) The reactants are [NH2:1][C@H:2]([CH:21]([CH3:23])[CH3:22])[C:3]([N:5]1[CH2:10][CH2:9][C@@:8]([C:12]2[CH:17]=[CH:16][C:15]([Cl:18])=[CH:14][CH:13]=2)([OH:11])[C:7]([CH3:20])([CH3:19])[CH2:6]1)=[O:4].[S:24]([C:28]1[CH:29]=[C:30]([CH:34]=[CH:35][CH:36]=1)[C:31](O)=[O:32])(=[O:27])(=[O:26])[NH2:25].C1C=CC2N(O)N=NC=2C=1.C(Cl)CCl.C(N(CC)CC)C. The catalyst is C(Cl)Cl. The product is [Cl:18][C:15]1[CH:14]=[CH:13][C:12]([C@@:8]2([OH:11])[CH2:9][CH2:10][N:5]([C:3](=[O:4])[C@H:2]([NH:1][C:31](=[O:32])[C:30]3[CH:34]=[CH:35][CH:36]=[C:28]([S:24](=[O:27])(=[O:26])[NH2:25])[CH:29]=3)[CH:21]([CH3:23])[CH3:22])[CH2:6][C:7]2([CH3:19])[CH3:20])=[CH:17][CH:16]=1. The yield is 0.700.